From a dataset of NCI-60 drug combinations with 297,098 pairs across 59 cell lines. Regression. Given two drug SMILES strings and cell line genomic features, predict the synergy score measuring deviation from expected non-interaction effect. (1) Drug 1: C1=CC(=C2C(=C1NCCNCCO)C(=O)C3=C(C=CC(=C3C2=O)O)O)NCCNCCO. Drug 2: CC(CN1CC(=O)NC(=O)C1)N2CC(=O)NC(=O)C2. Synergy scores: CSS=54.3, Synergy_ZIP=-2.60, Synergy_Bliss=-4.12, Synergy_Loewe=-1.46, Synergy_HSA=1.15. Cell line: SW-620. (2) Drug 1: CC12CCC3C(C1CCC2O)C(CC4=C3C=CC(=C4)O)CCCCCCCCCS(=O)CCCC(C(F)(F)F)(F)F. Drug 2: C1=CN(C=N1)CC(O)(P(=O)(O)O)P(=O)(O)O. Cell line: RXF 393. Synergy scores: CSS=3.56, Synergy_ZIP=1.95, Synergy_Bliss=3.05, Synergy_Loewe=0.819, Synergy_HSA=0.481. (3) Drug 1: C1=C(C(=O)NC(=O)N1)N(CCCl)CCCl. Drug 2: CC=C1C(=O)NC(C(=O)OC2CC(=O)NC(C(=O)NC(CSSCCC=C2)C(=O)N1)C(C)C)C(C)C. Cell line: M14. Synergy scores: CSS=62.6, Synergy_ZIP=3.97, Synergy_Bliss=1.26, Synergy_Loewe=-24.7, Synergy_HSA=2.19. (4) Drug 1: C1CNP(=O)(OC1)N(CCCl)CCCl. Drug 2: CC1CCCC2(C(O2)CC(NC(=O)CC(C(C(=O)C(C1O)C)(C)C)O)C(=CC3=CSC(=N3)C)C)C. Cell line: SK-MEL-5. Synergy scores: CSS=29.4, Synergy_ZIP=-0.840, Synergy_Bliss=-4.18, Synergy_Loewe=-9.79, Synergy_HSA=-0.599. (5) Drug 1: COC1=CC(=CC(=C1O)OC)C2C3C(COC3=O)C(C4=CC5=C(C=C24)OCO5)OC6C(C(C7C(O6)COC(O7)C8=CC=CS8)O)O. Drug 2: CCN(CC)CCCC(C)NC1=C2C=C(C=CC2=NC3=C1C=CC(=C3)Cl)OC. Cell line: SF-268. Synergy scores: CSS=29.7, Synergy_ZIP=-2.06, Synergy_Bliss=4.98, Synergy_Loewe=-1.47, Synergy_HSA=6.71.